Dataset: Full USPTO retrosynthesis dataset with 1.9M reactions from patents (1976-2016). Task: Predict the reactants needed to synthesize the given product. (1) The reactants are: [CH2:1]([C:5]1[N:6]=[C:7]([CH3:49])[N:8]([C:36]2[N:41]=[CH:40][C:39]([O:42]CCS(C)(=O)=O)=[CH:38][N:37]=2)[C:9](=[O:35])[C:10]=1[CH2:11][C:12]1[CH:28]=[C:27]([CH2:29][CH2:30][CH3:31])[C:15]([O:16][CH:17]([C:21]2[CH:26]=[CH:25][CH:24]=[CH:23][CH:22]=2)[C:18]([OH:20])=[O:19])=[C:14]([CH2:32][CH2:33][CH3:34])[CH:13]=1)[CH2:2][CH2:3][CH3:4].O.O.[OH-].[Li+].Cl. Given the product [CH2:1]([C:5]1[N:6]=[C:7]([CH3:49])[N:8]([C:36]2[N:41]=[CH:40][C:39]([OH:42])=[CH:38][N:37]=2)[C:9](=[O:35])[C:10]=1[CH2:11][C:12]1[CH:13]=[C:14]([CH2:32][CH2:33][CH3:34])[C:15]([O:16][CH:17]([C:21]2[CH:26]=[CH:25][CH:24]=[CH:23][CH:22]=2)[C:18]([OH:20])=[O:19])=[C:27]([CH2:29][CH2:30][CH3:31])[CH:28]=1)[CH2:2][CH2:3][CH3:4], predict the reactants needed to synthesize it. (2) Given the product [CH3:1][N:2]1[C:6]([C:7]([NH:9][C:10]2[CH:11]=[C:12]([C:16]#[C:17][C:18]3[CH:26]=[C:22]([C:23]([N:31]=[S:29]([C:32]4[CH:33]=[CH:34][C:35]([CH2:38][CH2:39][C:40]([O:42][CH3:43])=[O:41])=[CH:36][CH:37]=4)([CH3:28])=[O:30])=[O:24])[CH:21]=[N:20][CH:19]=3)[CH:13]=[CH:14][CH:15]=2)=[O:8])=[CH:5][C:4]([CH3:27])=[N:3]1, predict the reactants needed to synthesize it. The reactants are: [CH3:1][N:2]1[C:6]([C:7]([NH:9][C:10]2[CH:11]=[C:12]([C:16]#[C:17][C:18]3[CH:19]=[N:20][CH:21]=[C:22]([CH:26]=3)[C:23](O)=[O:24])[CH:13]=[CH:14][CH:15]=2)=[O:8])=[CH:5][C:4]([CH3:27])=[N:3]1.[CH3:28][S:29]([C:32]1[CH:37]=[CH:36][C:35]([CH2:38][CH2:39][C:40]([O:42][CH3:43])=[O:41])=[CH:34][CH:33]=1)(=[NH:31])=[O:30].F[P-](F)(F)(F)(F)F.N1(O[P+](N(C)C)(N(C)C)N(C)C)C2C=CC=CC=2N=N1.CCN(C(C)C)C(C)C. (3) Given the product [C:1]12([C:11]3[CH:12]=[C:13]([C:28]4[CH:29]=[C:30]5[C:35](=[CH:36][CH:37]=4)[CH:34]=[C:33]([Br:38])[CH:32]=[CH:31]5)[CH:14]=[CH:15][C:16]=3[O:17][CH3:18])[CH2:10][CH:5]3[CH2:6][CH:7]([CH2:9][CH:3]([CH2:4]3)[CH2:2]1)[CH2:8]2, predict the reactants needed to synthesize it. The reactants are: [C:1]12([C:11]3[CH:12]=[C:13](B(O)O)[CH:14]=[CH:15][C:16]=3[O:17][CH3:18])[CH2:10][CH:5]3[CH2:6][CH:7]([CH2:9][CH:3]([CH2:4]3)[CH2:2]1)[CH2:8]2.FC(F)(F)S(O[C:28]1[CH:37]=[CH:36][C:35]2[C:30](=[CH:31][CH:32]=[C:33]([Br:38])[CH:34]=2)[CH:29]=1)(=O)=O.[O-]P([O-])([O-])=O.[K+].[K+].[K+].[K+].[Br-]. (4) Given the product [C:6]([O:10][C:11]([N:13]1[CH2:18][CH2:17][C:16]2=[C:19]([CH:26]=[O:27])[NH:20][CH:21]=[C:15]2[C:14]1=[O:22])=[O:12])([CH3:9])([CH3:7])[CH3:8], predict the reactants needed to synthesize it. The reactants are: O=P(Cl)(Cl)Cl.[C:6]([O:10][C:11]([N:13]1[CH2:18][CH2:17][C:16]2=[CH:19][NH:20][CH:21]=[C:15]2[C:14]1=[O:22])=[O:12])([CH3:9])([CH3:8])[CH3:7].CN([CH:26]=[O:27])C. (5) The reactants are: [CH3:1][O:2][C:3]1[CH:4]=[C:5]2[C:10](=[CH:11][C:12]=1[O:13][CH3:14])[CH2:9][N:8]([C:15]([C@@H:17]1[CH2:22][CH2:21][CH2:20][N:19]([CH2:23][CH2:24][NH:25][C:26](=[O:34])[C:27]3[CH:32]=[CH:31][C:30]([F:33])=[CH:29][CH:28]=3)[CH2:18]1)=[O:16])[CH2:7][CH2:6]2.CCO.[P:38](=[O:42])([OH:41])([OH:40])[OH:39]. Given the product [P:38]([OH:42])([OH:41])([OH:40])=[O:39].[CH3:1][O:2][C:3]1[CH:4]=[C:5]2[C:10](=[CH:11][C:12]=1[O:13][CH3:14])[CH2:9][N:8]([C:15]([C@@H:17]1[CH2:22][CH2:21][CH2:20][N:19]([CH2:23][CH2:24][NH:25][C:26](=[O:34])[C:27]3[CH:28]=[CH:29][C:30]([F:33])=[CH:31][CH:32]=3)[CH2:18]1)=[O:16])[CH2:7][CH2:6]2, predict the reactants needed to synthesize it. (6) The reactants are: C[O-].[Na+].[C:4]([C:7]1[CH:8]=[C:9]([CH:20]=[CH:21][CH:22]=1)[NH:10][C:11](=[O:19])[C:12]1[CH:17]=[CH:16][C:15]([Cl:18])=[CH:14][CH:13]=1)(=O)[CH3:5].[F:23][C:24]([F:31])([F:30])[C:25](OCC)=O.[CH3:32][NH:33][NH2:34]. Given the product [Cl:18][C:15]1[CH:16]=[CH:17][C:12]([C:11]([NH:10][C:9]2[CH:20]=[CH:21][CH:22]=[C:7]([C:4]3[CH:5]=[C:25]([C:24]([F:31])([F:30])[F:23])[N:33]([CH3:32])[N:34]=3)[CH:8]=2)=[O:19])=[CH:13][CH:14]=1, predict the reactants needed to synthesize it.